This data is from Full USPTO retrosynthesis dataset with 1.9M reactions from patents (1976-2016). The task is: Predict the reactants needed to synthesize the given product. (1) Given the product [CH3:14][C:12]1[S:11][C:9]2[N:10]=[C:5]([O:4][S:28]([CH:27]=[CH2:26])(=[O:30])=[O:29])[N:6]=[C:7]([C:15]3[CH:20]=[CH:19][CH:18]=[C:17]([C:21]([F:24])([F:23])[F:22])[CH:16]=3)[C:8]=2[CH:13]=1, predict the reactants needed to synthesize it. The reactants are: C(Cl)Cl.[OH:4][C:5]1[N:6]=[C:7]([C:15]2[CH:20]=[CH:19][CH:18]=[C:17]([C:21]([F:24])([F:23])[F:22])[CH:16]=2)[C:8]2[CH:13]=[C:12]([CH3:14])[S:11][C:9]=2[N:10]=1.Cl[CH2:26][CH2:27][S:28](Cl)(=[O:30])=[O:29].C(N(CC)CC)C. (2) Given the product [Cl-:30].[Cl-:30].[Cl-:30].[CH2:37]([Zr+3:4][CH:17]1[C:25]2[C:20](=[CH:21][CH:22]=[CH:23][CH:24]=2)[CH:19]=[CH:18]1)[CH:31]=[CH2:32], predict the reactants needed to synthesize it. The reactants are: CN([Zr:4](N(C)C)(N(C)C)N(C)C)C.C([CH:17]1[C:25]2[C:20](=[CH:21][CH:22]=[CH:23][CH:24]=2)[CH:19]=[CH:18]1)C=C.[Si]([Cl:30])(C)(C)C.[C:31]1([CH3:37])C=CC=C[CH:32]=1. (3) Given the product [CH2:1]([N:8]1[CH2:13][CH2:12][C:11]([C:15]2[CH:16]=[CH:17][C:18]([CH2:21][O:22][CH2:23][C@@H:24]([CH3:28])[CH2:25][O:26][CH3:27])=[CH:19][CH:20]=2)([OH:14])[CH:10]([CH2:29][OH:30])[CH2:9]1)[C:2]1[CH:3]=[CH:4][CH:5]=[CH:6][CH:7]=1, predict the reactants needed to synthesize it. The reactants are: [CH2:1]([N:8]1[CH2:13][CH2:12][C:11]([C:15]2[CH:20]=[CH:19][C:18]([CH2:21][O:22][CH2:23][C@@H:24]([CH3:28])[CH2:25][O:26][CH3:27])=[CH:17][CH:16]=2)([OH:14])[CH:10]([CH2:29][O:30]C(C2C=CC=CC=2)(C2C=CC=CC=2)C2C=CC=CC=2)[CH2:9]1)[C:2]1[CH:7]=[CH:6][CH:5]=[CH:4][CH:3]=1.CO.[OH-].[K+]. (4) Given the product [C:1]([S:5]([NH:7][C:8]([C:16]1[CH:17]=[CH:18][CH:19]=[CH:20][CH:21]=1)([CH3:15])[C:9]([OH:11])=[O:10])=[O:6])([CH3:2])([CH3:3])[CH3:4], predict the reactants needed to synthesize it. The reactants are: [C:1]([S:5]([NH:7][C:8]([C:16]1[CH:21]=[CH:20][CH:19]=[CH:18][CH:17]=1)([CH3:15])[C:9]([O:11]C(C)C)=[O:10])=[O:6])([CH3:4])([CH3:3])[CH3:2].[OH-].[Na+]. (5) Given the product [CH3:20][S:21]([O:1][CH:2]1[CH2:3][N:4]([C:6]([O:8][C:9]([CH3:12])([CH3:11])[CH3:10])=[O:7])[CH2:5]1)(=[O:23])=[O:22], predict the reactants needed to synthesize it. The reactants are: [OH:1][CH:2]1[CH2:5][N:4]([C:6]([O:8][C:9]([CH3:12])([CH3:11])[CH3:10])=[O:7])[CH2:3]1.CCN(CC)CC.[CH3:20][S:21](Cl)(=[O:23])=[O:22]. (6) Given the product [Cl:11][C:12]1[C:13]([CH3:22])=[C:14]([S:18]([NH:8][C:5]2[C:4]([O:9][CH3:10])=[N:3][C:2]([Cl:1])=[CH:7][N:6]=2)(=[O:20])=[O:19])[CH:15]=[CH:16][CH:17]=1, predict the reactants needed to synthesize it. The reactants are: [Cl:1][C:2]1[N:3]=[C:4]([O:9][CH3:10])[C:5]([NH2:8])=[N:6][CH:7]=1.[Cl:11][C:12]1[C:13]([CH3:22])=[C:14]([S:18](Cl)(=[O:20])=[O:19])[CH:15]=[CH:16][CH:17]=1. (7) Given the product [N:16]1[C:17]2[C:22](=[N:21][CH:20]=[CH:19][CH:18]=2)[C:13]([NH2:12])=[CH:14][CH:15]=1, predict the reactants needed to synthesize it. The reactants are: ClC1C=CC2N(C(C[NH:12][C:13]3[C:22]4[C:17](=[CH:18][C:19](OC)=[CH:20][N:21]=4)[N:16]=[CH:15][CH:14]=3)=NN=2)N=1.ClC1C=C(B2OC(C)(C)C(C)(C)O2)C=CC=1C(NC(=O)OC(C)(C)C)C.C(=O)([O-])[O-].[Cs+].[Cs+].